Task: Predict the reactants needed to synthesize the given product.. Dataset: Full USPTO retrosynthesis dataset with 1.9M reactions from patents (1976-2016) (1) Given the product [N:1]1([C:7]2[N:12]=[C:11]([N:13]3[CH2:18][CH2:17][O:16][CH2:15][CH2:14]3)[N:10]=[C:9]([C:19]3[CH:25]=[CH:24][C:22]([NH:23][C:33]([NH:32][C:26]4[CH:31]=[CH:30][CH:29]=[CH:28][CH:27]=4)=[O:34])=[CH:21][CH:20]=3)[N:8]=2)[CH2:2][CH2:3][O:4][CH2:5][CH2:6]1, predict the reactants needed to synthesize it. The reactants are: [N:1]1([C:7]2[N:12]=[C:11]([N:13]3[CH2:18][CH2:17][O:16][CH2:15][CH2:14]3)[N:10]=[C:9]([C:19]3[CH:25]=[CH:24][C:22]([NH2:23])=[CH:21][CH:20]=3)[N:8]=2)[CH2:6][CH2:5][O:4][CH2:3][CH2:2]1.[C:26]1([N:32]=[C:33]=[O:34])[CH:31]=[CH:30][CH:29]=[CH:28][CH:27]=1. (2) The reactants are: [CH:1]1([CH2:4][O:5][C:6]2[CH:11]=[CH:10][C:9]([CH:12]([F:14])[F:13])=[CH:8][C:7]=2[C:15]2[C:16]3[NH:23][C:22]([CH3:24])=[C:21]([C:25](O)=[O:26])[C:17]=3[N:18]=[CH:19][N:20]=2)[CH2:3][CH2:2]1.[NH2:28][C@@H:29]1[CH2:34][CH2:33][C@@H:32]([NH:35][C:36](=[O:42])[O:37][C:38]([CH3:41])([CH3:40])[CH3:39])[CH2:31][C@H:30]1[CH3:43]. Given the product [CH:1]1([CH2:4][O:5][C:6]2[CH:11]=[CH:10][C:9]([CH:12]([F:13])[F:14])=[CH:8][C:7]=2[C:15]2[C:16]3[NH:23][C:22]([CH3:24])=[C:21]([C:25]([NH:28][C@H:29]4[CH2:34][CH2:33][C@H:32]([NH:35][C:36](=[O:42])[O:37][C:38]([CH3:40])([CH3:39])[CH3:41])[CH2:31][C@@H:30]4[CH3:43])=[O:26])[C:17]=3[N:18]=[CH:19][N:20]=2)[CH2:2][CH2:3]1, predict the reactants needed to synthesize it. (3) The reactants are: C([NH:8][CH:9]1[CH2:14][CH2:13][N:12]([C:15]([O:17][CH2:18][C:19]2[CH:24]=[CH:23][CH:22]=[CH:21][CH:20]=2)=[O:16])[CH2:11][CH2:10]1)(OC(C)(C)C)=O.C1COCC1.Cl.[OH-].[Na+]. Given the product [NH2:8][CH:9]1[CH2:10][CH2:11][N:12]([C:15]([O:17][CH2:18][C:19]2[CH:24]=[CH:23][CH:22]=[CH:21][CH:20]=2)=[O:16])[CH2:13][CH2:14]1, predict the reactants needed to synthesize it. (4) The reactants are: Cl[C:2]1[C:11]2[C:6](=[CH:7][CH:8]=[C:9]([I:12])[CH:10]=2)[N:5]=[CH:4][N:3]=1.[NH3:13]. Given the product [I:12][C:9]1[CH:10]=[C:11]2[C:6](=[CH:7][CH:8]=1)[N:5]=[CH:4][N:3]=[C:2]2[NH2:13], predict the reactants needed to synthesize it. (5) Given the product [N:21]1[S:25][N:24]=[C:23]2[C:26]([S:30]([NH:33][C:34]3[CH:42]=[CH:41][C:40]([Cl:43])=[CH:39][C:35]=3[C:36]([NH:55][CH2:54][CH:53]([C:48]3[CH:49]=[CH:50][C:51]([Cl:52])=[C:46]([Cl:45])[CH:47]=3)[CH3:56])=[O:38])(=[O:32])=[O:31])=[CH:27][CH:28]=[CH:29][C:22]=12, predict the reactants needed to synthesize it. The reactants are: ClC1C=C(CCCC2C=CC=CC=2C(N)=O)C=CC=1Cl.[N:21]1[S:25][N:24]=[C:23]2[C:26]([S:30]([NH:33][C:34]3[CH:42]=[CH:41][C:40]([Cl:43])=[CH:39][C:35]=3[C:36]([OH:38])=O)(=[O:32])=[O:31])=[CH:27][CH:28]=[CH:29][C:22]=12.Cl.[Cl:45][C:46]1[CH:47]=[C:48]([CH:53]([CH3:56])[CH2:54][NH2:55])[CH:49]=[CH:50][C:51]=1[Cl:52]. (6) Given the product [S:23]1[CH:24]=[C:20]([CH2:18][CH2:19][N:6]2[C:7]3[CH:8]=[CH:9][C:10]([CH3:13])=[CH:11][C:12]=3[C:4]3[CH2:3][N:2]([CH3:1])[CH2:15][CH2:14][C:5]2=3)[C:21]2[CH:28]=[CH:27][CH:26]=[CH:25][C:22]1=2, predict the reactants needed to synthesize it. The reactants are: [CH3:1][N:2]1[CH2:15][CH2:14][C:5]2[NH:6][C:7]3[CH:8]=[CH:9][C:10]([CH3:13])=[CH:11][C:12]=3[C:4]=2[CH2:3]1.[OH-].[K+].[CH:18]([C:20]1[C:21]2[CH:28]=[CH:27][CH:26]=[CH:25][C:22]=2[S:23][CH:24]=1)=[CH2:19]. (7) Given the product [F:33][C:34]1[CH:35]=[CH:36][C:37]([N:43]2[N:47]=[CH:46][CH:45]=[N:44]2)=[C:38]([C:39]([N:14]2[CH2:13][CH2:12][C@@H:11]3[C@@H:16]([N:9]([C:5]4[C:4]([CH3:17])=[N:3][CH:2]=[CH:7][N:6]=4)[CH2:10]3)[CH2:15]2)=[O:40])[CH:42]=1, predict the reactants needed to synthesize it. The reactants are: C[C:2]1[N:3]=[CH:4][C:5]([N:9]2[C@@H:16]3[C@@H:11]([CH2:12][CH2:13][NH:14][CH2:15]3)[CH2:10]2)=[N:6][C:7]=1C.[CH3:17]C1C=C(C)N=C(N2[C@@H]3[C@@H](CCNC3)C2)N=1.[F:33][C:34]1[CH:35]=[CH:36][C:37]([N:43]2[N:47]=[CH:46][CH:45]=[N:44]2)=[C:38]([CH:42]=1)[C:39](O)=[O:40].S1C=CC=C1C1C=CC=CC=1C(O)=O.